This data is from Full USPTO retrosynthesis dataset with 1.9M reactions from patents (1976-2016). The task is: Predict the reactants needed to synthesize the given product. (1) Given the product [C:31]1([C:34]2[CH:39]=[CH:38][CH:37]=[CH:36][CH:35]=2)[CH:30]=[CH:29][C:28]([N:25]2[CH:26]=[CH:27][N:23]([CH:11]([C:12]([NH:14][C@H:15]3[CH2:21][CH2:20][CH2:19][CH2:18][NH:17][C:16]3=[O:22])=[O:13])[CH2:10][C:9]([OH:40])=[O:8])[CH2:24]2)=[CH:33][CH:32]=1, predict the reactants needed to synthesize it. The reactants are: C([O:8][C:9](=[O:40])[CH2:10][CH:11]([N:23]1[CH:27]=[CH:26][N:25]([C:28]2[CH:33]=[CH:32][C:31]([C:34]3[CH:39]=[CH:38][CH:37]=[CH:36][CH:35]=3)=[CH:30][CH:29]=2)[CH2:24]1)[C:12]([NH:14][C@H:15]1[CH2:21][CH2:20][CH2:19][CH2:18][NH:17][C:16]1=[O:22])=[O:13])C1C=CC=CC=1. (2) Given the product [F:1][CH:2]([F:29])[C:3]1[CH:8]=[C:7]([C:31]2[S:35][C:34]([C:36]3([OH:40])[CH2:39][CH2:38][CH2:37]3)=[N:33][CH:32]=2)[CH:6]=[C:5]([NH:18][C:19]2[N:24]=[C:23]([C:25]([F:26])([F:27])[F:28])[CH:22]=[CH:21][N:20]=2)[CH:4]=1, predict the reactants needed to synthesize it. The reactants are: [F:1][CH:2]([F:29])[C:3]1[CH:4]=[C:5]([NH:18][C:19]2[N:24]=[C:23]([C:25]([F:28])([F:27])[F:26])[CH:22]=[CH:21][N:20]=2)[CH:6]=[C:7](B2OC(C)(C)C(C)(C)O2)[CH:8]=1.Br[C:31]1[S:35][C:34]([C:36]2([OH:40])[CH2:39][CH2:38][CH2:37]2)=[N:33][CH:32]=1.C([O-])([O-])=O.[Na+].[Na+]. (3) Given the product [CH2:17]([N:4]1[C:5]2[C:10](=[CH:9][C:8]([C:11]([O:13][CH3:14])=[O:12])=[CH:7][CH:6]=2)[C:2]([Br:1])=[N:3]1)[C:18]1[CH:23]=[CH:22][CH:21]=[CH:20][CH:19]=1, predict the reactants needed to synthesize it. The reactants are: [Br:1][C:2]1[C:10]2[C:5](=[CH:6][CH:7]=[C:8]([C:11]([O:13][CH3:14])=[O:12])[CH:9]=2)[NH:4][N:3]=1.[H-].[Na+].[CH2:17](Br)[C:18]1[CH:23]=[CH:22][CH:21]=[CH:20][CH:19]=1. (4) The reactants are: [CH2:1]([O:8][C:9]([N:11]1[CH2:23][CH2:22][C:21]2[C:20]3[C:15](=[CH:16][CH:17]=[CH:18][CH:19]=3)[NH:14][C:13]=2[CH2:12]1)=[O:10])[C:2]1[CH:7]=[CH:6][CH:5]=[CH:4][CH:3]=1.[H-].[Na+].Br[CH2:27][C:28]1[CH:37]=[CH:36][C:31]([C:32](OC)=O)=[CH:30][CH:29]=1.[OH2:38].CN([CH:42]=[O:43])C. Given the product [CH2:1]([O:8][C:9]([N:11]1[CH2:23][CH2:22][C:21]2[C:20]3[C:15](=[CH:16][CH:17]=[CH:18][CH:19]=3)[N:14]([CH2:32][C:31]3[CH:30]=[CH:29][C:28]([CH2:27][C:42]([OH:43])=[O:38])=[CH:37][CH:36]=3)[C:13]=2[CH2:12]1)=[O:10])[C:2]1[CH:3]=[CH:4][CH:5]=[CH:6][CH:7]=1, predict the reactants needed to synthesize it. (5) Given the product [CH2:1]([C:3]1[C:11]2[C:6](=[CH:7][CH:8]=[CH:9][C:10]=2[NH:12][C:13]([C:15]2[N:19]3[CH:20]=[CH:21][C:22]([C:24]([NH:47][CH:48]4[CH2:52][CH2:51][NH:50][CH2:49]4)=[O:25])=[CH:23][C:18]3=[N:17][CH:16]=2)=[O:14])[N:5]([CH2:27][C:28]2[CH:33]=[CH:32][CH:31]=[C:30]([CH3:34])[N:29]=2)[N:4]=1)[CH3:2], predict the reactants needed to synthesize it. The reactants are: [CH2:1]([C:3]1[C:11]2[C:6](=[CH:7][CH:8]=[CH:9][C:10]=2[NH:12][C:13]([C:15]2[N:19]3[CH:20]=[CH:21][C:22]([C:24](O)=[O:25])=[CH:23][C:18]3=[N:17][CH:16]=2)=[O:14])[N:5]([CH2:27][C:28]2[CH:33]=[CH:32][CH:31]=[C:30]([CH3:34])[N:29]=2)[N:4]=1)[CH3:2].N1(C(N2C=CN=C2)=O)C=CN=C1.[NH2:47][CH:48]1[CH2:52][CH2:51][N:50](C(OC(C)(C)C)=O)[CH2:49]1. (6) Given the product [Cl:17][CH2:18][C:19]([NH:8][C:5]1[CH:6]=[CH:7][C:2]([Cl:1])=[CH:3][C:4]=1[C:9]1[NH:10][N:11]=[C:12]([CH2:14][O:15][CH3:16])[N:13]=1)=[O:20], predict the reactants needed to synthesize it. The reactants are: [Cl:1][C:2]1[CH:7]=[CH:6][C:5]([NH2:8])=[C:4]([C:9]2[NH:10][N:11]=[C:12]([CH2:14][O:15][CH3:16])[N:13]=2)[CH:3]=1.[Cl:17][CH2:18][C:19](Cl)=[O:20].O. (7) Given the product [NH:14]1[C:15]2[C:20](=[CH:19][CH:18]=[CH:17][CH:16]=2)[CH2:21][CH2:22][CH:13]1[C:10]1[NH:9][C:8]2[CH:7]=[CH:6][CH:5]=[C:4]([C:1]([NH2:2])=[O:3])[C:12]=2[N:11]=1, predict the reactants needed to synthesize it. The reactants are: [C:1]([C:4]1[C:12]2[N:11]=[C:10]([CH:13]3[CH2:22][CH2:21][C:20]4[C:15](=[CH:16][CH:17]=[CH:18][CH:19]=4)[N:14]3C(OC(C)(C)C)=O)[NH:9][C:8]=2[CH:7]=[CH:6][CH:5]=1)(=[O:3])[NH2:2].Cl.